Dataset: Forward reaction prediction with 1.9M reactions from USPTO patents (1976-2016). Task: Predict the product of the given reaction. (1) Given the reactants Cl[C:2]1[CH:7]=[CH:6][C:5]([N+:8]([O-:10])=[O:9])=[CH:4][N:3]=1.CC(N)C(C)[NH2:14].[CH2:17]([N:19]([CH2:22]C)[CH2:20]C)[CH3:18].C(#N)C, predict the reaction product. The product is: [CH3:20][N:19]([CH3:22])[CH2:17][CH2:18][NH:14][C:2]1[CH:7]=[CH:6][C:5]([N+:8]([O-:10])=[O:9])=[CH:4][N:3]=1. (2) Given the reactants [F:1][C:2]1[C:3]([NH:18][C@@H:19]2[CH2:24][CH2:23][CH2:22][N:21]([C:25](=[O:28])[CH:26]=[CH2:27])[CH2:20]2)=[N:4][C:5]([NH:8][C:9]2[CH:10]=[C:11]3[C:15](=[CH:16][CH:17]=2)[CH2:14][NH:13][CH2:12]3)=[N:6][CH:7]=1.[C:29](Cl)(=[O:31])[CH3:30], predict the reaction product. The product is: [C:29]([N:13]1[CH2:12][C:11]2[C:15](=[CH:16][CH:17]=[C:9]([NH:8][C:5]3[N:4]=[C:3]([NH:18][C@@H:19]4[CH2:24][CH2:23][CH2:22][N:21]([C:25](=[O:28])[CH:26]=[CH2:27])[CH2:20]4)[C:2]([F:1])=[CH:7][N:6]=3)[CH:10]=2)[CH2:14]1)(=[O:31])[CH3:30].